This data is from Catalyst prediction with 721,799 reactions and 888 catalyst types from USPTO. The task is: Predict which catalyst facilitates the given reaction. (1) The catalyst class is: 23. Product: [O:57]=[C:51]1[CH:50]([N:44]2[CH2:43][C:42]3[C:46](=[CH:47][CH:48]=[C:40]([CH2:39][NH:38][C:2](=[O:3])[NH:14][CH:15]4[CH2:20][CH2:19][CH:18]([C:21]([NH2:23])=[O:22])[CH2:17][CH2:16]4)[CH:41]=3)[C:45]2=[O:49])[CH2:55][CH2:54][C:53](=[O:56])[NH:52]1. Reactant: Cl[C:2](OC1C=CC([N+]([O-])=O)=CC=1)=[O:3].[NH2:14][CH:15]1[CH2:20][CH2:19][CH:18]([C:21]([NH2:23])=[O:22])[CH2:17][CH2:16]1.CCN(C(C)C)C(C)C.CS(O)(=O)=O.[NH2:38][CH2:39][C:40]1[CH:41]=[C:42]2[C:46](=[CH:47][CH:48]=1)[C:45](=[O:49])[N:44]([CH:50]1[CH2:55][CH2:54][C:53](=[O:56])[NH:52][C:51]1=[O:57])[CH2:43]2. (2) Reactant: [C:1]1([NH2:8])[CH:6]=[CH:5][CH:4]=[C:3]([NH2:7])[CH:2]=1.C[Al](C)C.[N:13]1[C:22]2[C:17](=[CH:18][CH:19]=[CH:20][CH:21]=2)[C:16]([CH2:23][NH:24][C:25]2[CH:29]=[CH:28][S:27][C:26]=2[C:30](OC)=[O:31])=[CH:15][CH:14]=1. Product: [NH2:7][C:3]1[CH:2]=[C:1]([NH:8][C:30]([C:26]2[S:27][CH:28]=[CH:29][C:25]=2[NH:24][CH2:23][C:16]2[C:17]3[C:22](=[CH:21][CH:20]=[CH:19][CH:18]=3)[N:13]=[CH:14][CH:15]=2)=[O:31])[CH:6]=[CH:5][CH:4]=1. The catalyst class is: 11. (3) The catalyst class is: 1. Reactant: C([Li])CCC.[Cl:6][C:7]1[CH:12]=[CH:11][CH:10]=[CH:9][C:8]=1[N:13]1[C:17]2=[N:18][CH:19]=[N:20][C:21]([O:22][C@H:23]3[CH2:27][CH2:26][NH:25][C:24]3=[O:28])=[C:16]2[CH:15]=[N:14]1.[CH3:29][S:30](Cl)(=[O:32])=[O:31]. Product: [Cl:6][C:7]1[CH:12]=[CH:11][CH:10]=[CH:9][C:8]=1[N:13]1[C:17]2=[N:18][CH:19]=[N:20][C:21]([O:22][C@H:23]3[CH2:27][CH2:26][N:25]([S:30]([CH3:29])(=[O:32])=[O:31])[C:24]3=[O:28])=[C:16]2[CH:15]=[N:14]1.